From a dataset of Forward reaction prediction with 1.9M reactions from USPTO patents (1976-2016). Predict the product of the given reaction. (1) Given the reactants CO[C:3]([C:5]1([CH3:37])[CH2:9][CH2:8][CH2:7][N:6]1[N:10]([CH2:31][CH2:32][C:33]([CH3:36])([CH3:35])[CH3:34])[C:11](=[O:30])[CH2:12][C:13]1[NH:18][C:17]2[CH:19]=[CH:20][C:21]([NH:23][S:24]([CH3:27])(=[O:26])=[O:25])=[CH:22][C:16]=2[S:15](=[O:29])(=[O:28])[N:14]=1)=[O:4].[O-]CC.[Na+], predict the reaction product. The product is: [CH3:35][C:33]([CH3:34])([CH3:36])[CH2:32][CH2:31][N:10]1[C:11](=[O:30])[C:12]([C:13]2[NH:18][C:17]3[CH:19]=[CH:20][C:21]([NH:23][S:24]([CH3:27])(=[O:26])=[O:25])=[CH:22][C:16]=3[S:15](=[O:28])(=[O:29])[N:14]=2)=[C:3]([OH:4])[C:5]2([CH3:37])[CH2:9][CH2:8][CH2:7][N:6]12. (2) Given the reactants C(OC([N:11]1[CH2:16][CH2:15][N:14]([C:17]([CH:19]2[CH2:24][CH2:23][N:22]([C:25]([O:27][C:28]([CH3:31])([CH3:30])[CH3:29])=[O:26])[CH2:21][CH2:20]2)=[O:18])[C@@H:13]([CH3:32])[CH2:12]1)=O)C1C=CC=CC=1, predict the reaction product. The product is: [C:28]([O:27][C:25]([N:22]1[CH2:21][CH2:20][CH:19]([C:17]([N:14]2[CH2:15][CH2:16][NH:11][CH2:12][C@@H:13]2[CH3:32])=[O:18])[CH2:24][CH2:23]1)=[O:26])([CH3:31])([CH3:29])[CH3:30]. (3) Given the reactants [CH3:1][C:2]1[N:3]([CH2:26][C:27]([O:29]CC)=[O:28])[C:4]2[C:9]([C:10]=1[C:11]1[C:20]3[C:15](=[C:16]([C:21]([F:24])([F:23])[F:22])[CH:17]=[CH:18][CH:19]=3)[N:14]=[CH:13][CH:12]=1)=[CH:8][C:7]([CH3:25])=[CH:6][CH:5]=2.[OH-].[Na+], predict the reaction product. The product is: [CH3:1][C:2]1[N:3]([CH2:26][C:27]([OH:29])=[O:28])[C:4]2[C:9]([C:10]=1[C:11]1[C:20]3[C:15](=[C:16]([C:21]([F:22])([F:23])[F:24])[CH:17]=[CH:18][CH:19]=3)[N:14]=[CH:13][CH:12]=1)=[CH:8][C:7]([CH3:25])=[CH:6][CH:5]=2. (4) Given the reactants C(NC(C1C2C(=CC=C(F)C=2)N=C([C@@H](NC(=O)OC(C)(C)C)C)C=1C1C=CC=CC=1)=O)C.Cl.O1CCOCC1.[NH2:40][C@H:41]([C:43]1[C:52]([C:53]2[CH:58]=[CH:57][CH:56]=[CH:55][CH:54]=2)=[C:51]([C:59]([NH:61][CH2:62][CH3:63])=[O:60])[C:50]2[C:45](=[CH:46][CH:47]=[C:48]([F:64])[CH:49]=2)[N:44]=1)[CH3:42].[NH2:65][C:66]1[C:71]([C:72]#[N:73])=[C:70](Cl)[N:69]=[CH:68][N:67]=1.CCN(C(C)C)C(C)C, predict the reaction product. The product is: [NH2:65][C:66]1[N:67]=[CH:68][N:69]=[C:70]([NH:40][C@H:41]([C:43]2[C:52]([C:53]3[CH:58]=[CH:57][CH:56]=[CH:55][CH:54]=3)=[C:51]([C:59]([NH:61][CH2:62][CH3:63])=[O:60])[C:50]3[C:45](=[CH:46][CH:47]=[C:48]([F:64])[CH:49]=3)[N:44]=2)[CH3:42])[C:71]=1[C:72]#[N:73].